From a dataset of Reaction yield outcomes from USPTO patents with 853,638 reactions. Predict the reaction yield, written as a fraction of the theoretical maximum amount of product (1.0 means a 100% yield; for example, 0.34 means a 34% yield). No catalyst specified. The product is [CH2:5]([O:10][C:11](=[CH:15][C:16]1[CH:21]=[CH:20][CH:19]=[C:18]([N+:22]([O-:24])=[O:23])[CH:17]=1)[C:12]([O:35][CH2:34][CH3:25])=[O:14])[CH3:6]. The yield is 0.720. The reactants are S(OCC)(O[CH2:5][CH3:6])(=O)=O.[OH:10][C:11](=[CH:15][C:16]1[CH:21]=[CH:20][CH:19]=[C:18]([N+:22]([O-:24])=[O:23])[CH:17]=1)[C:12]([OH:14])=O.[C:25](=O)([O-])[O-].[Cs+].[Cs+].CN([CH:34]=[O:35])C.